Predict the product of the given reaction. From a dataset of Forward reaction prediction with 1.9M reactions from USPTO patents (1976-2016). (1) Given the reactants [Cl-].[Cl-].C([Al+2])C.[C:6]([O:10][CH3:11])(=[O:9])[CH:7]=[CH2:8].[C:12]([O:15][C@@H:16]1[CH2:34][CH2:33][C@@:32]2([CH3:35])[C@H:18]([CH2:19][CH2:20][C@@H:21]3[C:31]2=[CH:30][CH2:29][C@@:28]2([CH3:36])[C@H:22]3[CH2:23][CH2:24]/[C:25]/2=[CH:26]/[CH3:27])[CH2:17]1)(=[O:14])[CH3:13].O, predict the reaction product. The product is: [C:12]([O:15][C@@H:16]1[CH2:34][CH2:33][C@@:32]2([CH3:35])[C@H:18]([CH2:19][CH2:20][C@@H:21]3[C:31]2=[CH:30][CH2:29][C@@:28]2([CH3:36])[C@H:22]3[CH2:23][CH:24]=[C:25]2[C@H:26]([CH3:27])[CH2:8][CH2:7][C:6]([O:10][CH3:11])=[O:9])[CH2:17]1)(=[O:14])[CH3:13]. (2) Given the reactants [NH2:1][C@H:2]1[CH2:7][CH2:6][C@H:5]([NH:8][C:9]2[CH:10]=[C:11]([N:26](CC3C=CC(OC)=CC=3)[C:27]3[CH:32]=[CH:31][CH:30]=[CH:29][CH:28]=3)[C:12]3[N:13]([C:15]([CH:18]=[CH:19][C:20]4[CH:25]=[CH:24][N:23]=[CH:22][CH:21]=4)=[CH:16][N:17]=3)[N:14]=2)[CH2:4][CH2:3]1.C(O)(C(F)(F)F)=O, predict the reaction product. The product is: [NH2:1][CH:2]1[CH2:3][CH2:4][CH:5]([NH:8][C:9]2[CH:10]=[C:11]([NH:26][C:27]3[CH:32]=[CH:31][CH:30]=[CH:29][CH:28]=3)[C:12]3[N:13]([C:15](/[CH:18]=[CH:19]/[C:20]4[CH:25]=[CH:24][N:23]=[CH:22][CH:21]=4)=[CH:16][N:17]=3)[N:14]=2)[CH2:6][CH2:7]1. (3) Given the reactants [Cl:1][C:2]1[C:6]([NH:7][CH2:8][CH3:9])=[CH:5][N:4]([C:10]2[CH:11]=[N:12][CH:13]=[CH:14][CH:15]=2)[N:3]=1.[CH3:16][N:17]([CH2:26][C:27]([OH:29])=O)[C:18](=[O:25])[C:19]1[CH:24]=[CH:23][CH:22]=[CH:21][CH:20]=1.C1CCC(N=C=NC2CCCCC2)CC1, predict the reaction product. The product is: [Cl:1][C:2]1[C:6]([N:7]([CH2:8][CH3:9])[C:27](=[O:29])[CH2:26][N:17]([CH3:16])[C:18](=[O:25])[C:19]2[CH:20]=[CH:21][CH:22]=[CH:23][CH:24]=2)=[CH:5][N:4]([C:10]2[CH:11]=[N:12][CH:13]=[CH:14][CH:15]=2)[N:3]=1. (4) Given the reactants [F:1][C:2]1[CH:19]=[C:18](I)[CH:17]=[CH:16][C:3]=1[NH:4][C:5]1[C:6]([C:13]([NH2:15])=[O:14])=[CH:7][N:8]([CH3:12])[C:9](=[O:11])[CH:10]=1.[CH2:21]([OH:24])[C:22]#[CH:23], predict the reaction product. The product is: [F:1][C:2]1[CH:19]=[C:18]([C:23]#[C:22][CH2:21][OH:24])[CH:17]=[CH:16][C:3]=1[NH:4][C:5]1[C:6]([C:13]([NH2:15])=[O:14])=[CH:7][N:8]([CH3:12])[C:9](=[O:11])[CH:10]=1. (5) Given the reactants [C:1]([O:5][C:6]([N:8]1[CH2:13][CH2:12][CH2:11][CH2:10][CH:9]1[C:14]([OH:16])=O)=[O:7])([CH3:4])([CH3:3])[CH3:2].Cl.[NH2:18][C@H:19]([C:21]1[CH:30]=[CH:29][C:24]([C:25]([O:27][CH3:28])=[O:26])=[CH:23][CH:22]=1)[CH3:20], predict the reaction product. The product is: [CH3:28][O:27][C:25]([C:24]1[CH:29]=[CH:30][C:21]([C@@H:19]([NH:18][C:14]([CH:9]2[CH2:10][CH2:11][CH2:12][CH2:13][N:8]2[C:6]([O:5][C:1]([CH3:2])([CH3:3])[CH3:4])=[O:7])=[O:16])[CH3:20])=[CH:22][CH:23]=1)=[O:26].